This data is from Full USPTO retrosynthesis dataset with 1.9M reactions from patents (1976-2016). The task is: Predict the reactants needed to synthesize the given product. (1) Given the product [OH:26][C:24]([CH:21]1[CH2:20][CH2:19][N:18]([C:16]([O:15][C:11]([CH3:12])([CH3:14])[CH3:13])=[O:17])[CH2:23][CH2:22]1)([C:7]1[S:6][CH:10]=[CH:9][N:8]=1)[CH3:25], predict the reactants needed to synthesize it. The reactants are: C([Li])CCC.[S:6]1[CH:10]=[CH:9][N:8]=[CH:7]1.[C:11]([O:15][C:16]([N:18]1[CH2:23][CH2:22][CH:21]([C:24](=[O:26])[CH3:25])[CH2:20][CH2:19]1)=[O:17])([CH3:14])([CH3:13])[CH3:12]. (2) The reactants are: [F:1][C:2]([F:9])([F:8])[C:3]([O:5]CC)=O.[NH2:10][CH2:11][CH:12]1[CH2:17][CH2:16][CH2:15][NH:14][CH2:13]1. Given the product [F:9][C:2]([F:1])([F:8])[C:3]([NH:10][CH2:11][CH:12]1[CH2:17][CH2:16][CH2:15][NH:14][CH2:13]1)=[O:5], predict the reactants needed to synthesize it. (3) Given the product [Br:26][C:3]1[S:4][C:5]2=[CH:6][N:7]=[CH:8][CH:9]=[C:10]2[C:2]=1[Br:1], predict the reactants needed to synthesize it. The reactants are: [Br:1][C:2]1[C:10]2[C:5](=[CH:6][N:7]=[CH:8][CH:9]=2)[S:4][CH:3]=1.[Li+].CC([N-]C(C)C)C.C1C(=O)N([Br:26])C(=O)C1.[Cl-].[NH4+]. (4) Given the product [NH2:10][C:11]([C:13]1[CH:14]=[C:15]([C:1]2[CH:6]=[CH:5][CH:4]=[CH:3][CH:2]=2)[CH:16]=[C:17]2[C:22]=1[N:21]=[CH:20][N:19]=[C:18]2[NH:23][C@H:24]1[CH2:29][CH2:28][CH2:27][N:26]([C:30]([O:32][C:33]([CH3:36])([CH3:35])[CH3:34])=[O:31])[CH2:25]1)=[O:12], predict the reactants needed to synthesize it. The reactants are: [C:1]1(B(O)O)[CH:6]=[CH:5][CH:4]=[CH:3][CH:2]=1.[NH2:10][C:11]([C:13]1[CH:14]=[C:15](I)[CH:16]=[C:17]2[C:22]=1[N:21]=[CH:20][N:19]=[C:18]2[NH:23][C@H:24]1[CH2:29][CH2:28][CH2:27][N:26]([C:30]([O:32][C:33]([CH3:36])([CH3:35])[CH3:34])=[O:31])[CH2:25]1)=[O:12].C(=O)([O-])[O-].[Cs+].[Cs+]. (5) Given the product [CH3:56][C:57]1[CH:58]=[C:59]2[C:64](=[CH:65][CH:66]=1)[O:63][C:62](=[O:67])[CH2:61][C@H:60]2[C:1]1[CH:6]=[CH:5][CH:4]=[CH:3][CH:2]=1, predict the reactants needed to synthesize it. The reactants are: [CH:1]1[CH:6]=[CH:5][C:4](P([C:1]2[CH:6]=[CH:5][C:4]3[C:3](=CC=CC=3)[C:2]=2[C:1]2[C:6]3[C:5](=CC=CC=3)[CH:4]=[CH:3][C:2]=2P([C:1]2[CH:6]=[CH:5][CH:4]=[CH:3][CH:2]=2)[C:1]2[CH:6]=[CH:5][CH:4]=[CH:3][CH:2]=2)[C:1]2[CH:6]=[CH:5][CH:4]=[CH:3][CH:2]=2)=[CH:3][CH:2]=1.C1(B(O)O)C=CC=CC=1.[CH3:56][C:57]1[CH:58]=[C:59]2[C:64](=[CH:65][CH:66]=1)[O:63][C:62](=[O:67])[CH:61]=[CH:60]2.CCN(CC)CC.[NH4+].[Cl-]. (6) Given the product [CH:20]1([C:25]2[CH:26]=[CH:27][C:28]([O:4][C:1](=[O:3])[N:10]([CH3:11])[C@H:9]3[CH2:8][NH:7][C:6]3=[O:5])=[CH:29][CH:30]=2)[CH2:21][CH2:22][CH2:23][CH2:24]1, predict the reactants needed to synthesize it. The reactants are: [C:1]([O-:4])(=[O:3])C.[O:5]=[C:6]1[C@@H:9]([NH3+:10])[CH2:8][NH:7]1.[CH3:11]CN(C(C)C)C(C)C.[CH:20]1([C:25]2[CH:30]=[CH:29][C:28](C3C=CN(C([O-])=O)C(=O)C=3C)=[CH:27][CH:26]=2)[CH2:24][CH2:23][CH2:22][CH2:21]1. (7) Given the product [I:37][C:16]1[N:15]=[C:14]([CH3:21])[C:13]([OH:12])=[CH:18][CH:17]=1, predict the reactants needed to synthesize it. The reactants are: ClC1C=C(NC2[C:18]3[C:13](=[C:14]([CH3:21])[N:15]=[C:16](OC)[CH:17]=3)[O:12]C=2N)C=CC=1F.C([O-])([O-])=O.[K+].[K+].CC1C(O)=CC=CN=1.[I:37]I. (8) The reactants are: [CH3:13][C:12]([O:11][C:9](O[C:9]([O:11][C:12]([CH3:15])([CH3:14])[CH3:13])=[O:10])=[O:10])([CH3:15])[CH3:14].[NH2:16][CH2:17][C:18]1[CH:23]=[CH:22][C:21]([CH2:24][OH:25])=[CH:20][CH:19]=1. Given the product [C:12]([O:11][C:9](=[O:10])[NH:16][CH2:17][C:18]1[CH:23]=[CH:22][C:21]([CH2:24][OH:25])=[CH:20][CH:19]=1)([CH3:13])([CH3:14])[CH3:15], predict the reactants needed to synthesize it. (9) Given the product [Cl:23][C:17]1[CH:18]=[C:19]([Cl:22])[CH:20]=[CH:21][C:16]=1[CH2:15][CH2:14][O:13][C:6]1[CH:5]=[C:4]([CH:12]=[CH:11][C:7]=1[C:8]([NH2:10])=[O:9])[C:3]([OH:24])=[O:2], predict the reactants needed to synthesize it. The reactants are: C[O:2][C:3](=[O:24])[C:4]1[CH:12]=[CH:11][C:7]([C:8]([NH2:10])=[O:9])=[C:6]([O:13][CH2:14][CH2:15][C:16]2[CH:21]=[CH:20][C:19]([Cl:22])=[CH:18][C:17]=2[Cl:23])[CH:5]=1.O.[OH-].[Li+].Cl.